The task is: Predict the reaction yield, written as a fraction of the theoretical maximum amount of product (1.0 means a 100% yield; for example, 0.34 means a 34% yield).. This data is from Reaction yield outcomes from USPTO patents with 853,638 reactions. (1) The reactants are C(OC([NH:11][C@H:12]([C:38]([O:40][C:41]([CH3:44])([CH3:43])[CH3:42])=[O:39])[CH2:13][C:14]1[CH:15]=[N:16][C:17](/[CH:20]=[CH:21]/[CH2:22][C:23]2[CH:28]=[CH:27][CH:26]=[C:25]([N:29]([C:31]([O:33][C:34]([CH3:37])([CH3:36])[CH3:35])=[O:32])[CH3:30])[N:24]=2)=[CH:18][CH:19]=1)=O)C1C=CC=CC=1. The catalyst is C(O)C.[Pd]. The product is [C:34]([O:33][C:31]([N:29]([CH3:30])[C:25]1[N:24]=[C:23]([CH2:22][CH2:21][CH2:20][C:17]2[N:16]=[CH:15][C:14]([CH2:13][C@@H:12]([C:38]([O:40][C:41]([CH3:44])([CH3:43])[CH3:42])=[O:39])[NH2:11])=[CH:19][CH:18]=2)[CH:28]=[CH:27][CH:26]=1)=[O:32])([CH3:37])([CH3:36])[CH3:35]. The yield is 0.530. (2) The reactants are [C:1]([C:4]1[CH:5]=[CH:6][C:7]2[O:12][CH2:11][C:10](=[O:13])[N:9]([CH2:14][CH2:15][N:16]3[CH2:21][CH2:20][CH:19]([NH:22]C(=O)OC(C)(C)C)[CH2:18][CH2:17]3)[C:8]=2[CH:30]=1)(=[O:3])[CH3:2].NC1CCN(CCN2C3C(=CC=C(C#N)C=3)C=CC2=O)CC1. No catalyst specified. The product is [C:1]([C:4]1[CH:5]=[CH:6][C:7]2[O:12][CH2:11][C:10](=[O:13])[N:9]([CH2:14][CH2:15][N:16]3[CH2:17][CH2:18][CH:19]([NH2:22])[CH2:20][CH2:21]3)[C:8]=2[CH:30]=1)(=[O:3])[CH3:2]. The yield is 1.00. (3) The reactants are [O:1]1[C:5]2[CH:6]=[CH:7][C:8]([C:10]3[S:11][CH:12]=[C:13]([C:15]([OH:17])=O)[N:14]=3)=[CH:9][C:4]=2[CH2:3][CH2:2]1.[NH2:18][C:19]1[N:23]([CH3:24])[C:22]2[CH:25]=[CH:26][CH:27]=[CH:28][C:21]=2[N:20]=1.F[P-](F)(F)(F)(F)F.N1(OC(N(C)C)=[N+](C)C)C2C=CC=CC=2N=N1.C(N(CC)C(C)C)(C)C. The catalyst is CN(C)C=O.CN(C)C1C=CN=CC=1. The product is [O:1]1[C:5]2[CH:6]=[CH:7][C:8]([C:10]3[S:11][CH:12]=[C:13]([C:15]([NH:18][C:19]4[N:23]([CH3:24])[C:22]5[CH:25]=[CH:26][CH:27]=[CH:28][C:21]=5[N:20]=4)=[O:17])[N:14]=3)=[CH:9][C:4]=2[CH2:3][CH2:2]1. The yield is 0.820. (4) The reactants are [CH2:1]([S:3][CH2:4][CH2:5][O:6][C:7]1[CH:12]=[C:11]([CH3:13])[C:10]([C:14]2[CH:19]=[CH:18][CH:17]=[C:16]([CH2:20][O:21][C:22]3[CH:35]=[CH:34][C:25]4[C@H:26]([CH2:29][C:30]([O:32]C)=[O:31])[CH2:27][O:28][C:24]=4[CH:23]=3)[CH:15]=2)=[C:9]([CH3:36])[CH:8]=1)[CH3:2].CO.[OH-].[Na+].Cl. The catalyst is O.O1CCCC1. The product is [CH2:1]([S:3][CH2:4][CH2:5][O:6][C:7]1[CH:8]=[C:9]([CH3:36])[C:10]([C:14]2[CH:19]=[CH:18][CH:17]=[C:16]([CH2:20][O:21][C:22]3[CH:35]=[CH:34][C:25]4[C@H:26]([CH2:29][C:30]([OH:32])=[O:31])[CH2:27][O:28][C:24]=4[CH:23]=3)[CH:15]=2)=[C:11]([CH3:13])[CH:12]=1)[CH3:2]. The yield is 0.890. (5) The reactants are C([O:4][C:5]1[CH:14]=[C:13]2[C:8]([C:9](=O)[NH:10][CH:11]=[N:12]2)=[CH:7][C:6]=1[O:16][CH3:17])(=O)C.S(Cl)([Cl:20])=O. The catalyst is CN(C)C=O. The product is [Cl:20][C:9]1[C:8]2[C:13](=[CH:14][C:5]([OH:4])=[C:6]([O:16][CH3:17])[CH:7]=2)[N:12]=[CH:11][N:10]=1. The yield is 0.750. (6) The reactants are [NH2:1][CH2:2][CH2:3][CH:4]1[CH2:9][S:8][CH2:7][CH2:6][N:5]1[C:10]([O:12][C:13]([CH3:16])([CH3:15])[CH3:14])=[O:11].C(Cl)CCl.C1C=C2C(N(O)N=NC2=CC=1)=O.[S:33]1[C:37]2[CH:38]=[CH:39][CH:40]=[CH:41][C:36]=2[CH:35]=[C:34]1[C:42]([NH:44][C@H:45]([C:50](O)=[O:51])[CH2:46][CH:47]([CH3:49])[CH3:48])=[O:43].CN1CCOCC1. The catalyst is C(Cl)Cl. The product is [S:33]1[C:37]2[CH:38]=[CH:39][CH:40]=[CH:41][C:36]=2[CH:35]=[C:34]1[C:42]([NH:44][C@H:45]([C:50]([NH:1][CH2:2][CH2:3][CH:4]1[CH2:9][S:8][CH2:7][CH2:6][N:5]1[C:10]([O:12][C:13]([CH3:16])([CH3:15])[CH3:14])=[O:11])=[O:51])[CH2:46][CH:47]([CH3:48])[CH3:49])=[O:43]. The yield is 0.530. (7) The reactants are [CH3:1][O:2][CH2:3][CH2:4][C@@H:5]1[NH:10][CH2:9][CH2:8][N:7]([C:11]2[C:20]3[N:19]=[C:18]([CH:21]4[CH2:25][CH2:24][CH2:23][CH2:22]4)[S:17][C:16]=3[NH:15][C:14]3[CH:26]=[CH:27][CH:28]=[CH:29][C:13]=3[N:12]=2)[CH2:6]1.C=O.[C:32](O[BH-](OC(=O)C)OC(=O)C)(=O)C.[Na+].[Cl:46]C(Cl)C. The catalyst is C(=O)(O)[O-].[Na+]. The product is [ClH:46].[ClH:46].[CH3:1][O:2][CH2:3][CH2:4][C@@H:5]1[N:10]([CH3:32])[CH2:9][CH2:8][N:7]([C:11]2[C:20]3[N:19]=[C:18]([CH:21]4[CH2:25][CH2:24][CH2:23][CH2:22]4)[S:17][C:16]=3[NH:15][C:14]3[CH:26]=[CH:27][CH:28]=[CH:29][C:13]=3[N:12]=2)[CH2:6]1. The yield is 0.910. (8) The reactants are Br[C:2]1[CH:7]=[C:6]([F:8])[CH:5]=[C:4]([Br:9])[CH:3]=1.[CH3:10][N:11]1[CH2:16][CH2:15][CH:14]([NH:17][CH3:18])[CH2:13][CH2:12]1.CC(C)([O-])C.[Na+].C1(C)C=CC=CC=1. The catalyst is C(OCC)(=O)C.C1C=CC(/C=C/C(/C=C/C2C=CC=CC=2)=O)=CC=1.C1C=CC(/C=C/C(/C=C/C2C=CC=CC=2)=O)=CC=1.C1C=CC(/C=C/C(/C=C/C2C=CC=CC=2)=O)=CC=1.[Pd].[Pd].C1(P(C2C=CC=CC=2)C2C=CC3C(=CC=CC=3)C=2C2C3C(=CC=CC=3)C=CC=2P(C2C=CC=CC=2)C2C=CC=CC=2)C=CC=CC=1. The product is [CH3:10][N:11]1[CH2:16][CH2:15][CH:14]([NH:17][CH2:18][C:2]2[CH:7]=[C:6]([F:8])[CH:5]=[C:4]([Br:9])[CH:3]=2)[CH2:13][CH2:12]1. The yield is 0.550. (9) The reactants are [CH3:1][C:2]1[N:3]=[CH:4][N:5]([C:7]2[CH:12]=[CH:11][C:10]([NH2:13])=[CH:9][CH:8]=2)[CH:6]=1.C([N:22]=[C:23]=[S:24])(=O)C1C=CC=CC=1. No catalyst specified. The product is [CH3:1][C:2]1[N:3]=[CH:4][N:5]([C:7]2[CH:12]=[CH:11][C:10]([NH:13][C:23]([NH2:22])=[S:24])=[CH:9][CH:8]=2)[CH:6]=1. The yield is 0.950. (10) The product is [C:7]([CH2:6][C:5]1[CH:9]=[CH:10][C:2]([O:1][CH2:18][C:19]#[N:20])=[CH:3][CH:4]=1)#[N:8]. The yield is 0.980. The reactants are [OH:1][C:2]1[CH:10]=[CH:9][C:5]([CH2:6][C:7]#[N:8])=[CH:4][CH:3]=1.C(=O)([O-])[O-].[K+].[K+].Br[CH:18](C)[C:19]#[N:20]. The catalyst is CC(C)=O.